From a dataset of Reaction yield outcomes from USPTO patents with 853,638 reactions. Predict the reaction yield, written as a fraction of the theoretical maximum amount of product (1.0 means a 100% yield; for example, 0.34 means a 34% yield). (1) The reactants are [C:1]([O:5][C:6]([N:8]1[CH2:13][CH2:12][CH:11]([CH2:14][CH2:15]Br)[CH2:10][CH2:9]1)=[O:7])([CH3:4])([CH3:3])[CH3:2].[F:17][C:18]1[CH:23]=[CH:22][C:21]([OH:24])=[CH:20][CH:19]=1.C(=O)([O-])[O-].[K+].[K+]. The catalyst is CC(C)=O.[I-].C([N+](CCCC)(CCCC)CCCC)CCC. The product is [C:1]([O:5][C:6]([N:8]1[CH2:13][CH2:12][CH:11]([CH2:14][CH2:15][O:24][C:21]2[CH:22]=[CH:23][C:18]([F:17])=[CH:19][CH:20]=2)[CH2:10][CH2:9]1)=[O:7])([CH3:4])([CH3:3])[CH3:2]. The yield is 0.980. (2) The reactants are [Br:1][C:2]1[O:13][C:5]2[N:6]=[C:7]([S:11][CH3:12])[NH:8][C:9](=[O:10])[C:4]=2[C:3]=1[C:14]1[CH:19]=[CH:18][CH:17]=[CH:16][CH:15]=1.[C:20](=O)([O-])[O-].[K+].[K+].CI. The catalyst is CN(C=O)C.CCOC(C)=O.[Cl-].[Na+].O.CCOCC. The product is [Br:1][C:2]1[O:13][C:5]2[N:6]=[C:7]([S:11][CH3:12])[N:8]([CH3:20])[C:9](=[O:10])[C:4]=2[C:3]=1[C:14]1[CH:15]=[CH:16][CH:17]=[CH:18][CH:19]=1. The yield is 0.780. (3) The reactants are [CH3:1][O:2][C:3]1[CH:12]=[C:11]2[C:6]([CH:7]([C:13]3[CH:18]=[CH:17][C:16]([O:19][CH3:20])=[CH:15][CH:14]=3)[CH2:8][NH:9][CH2:10]2)=[CH:5][CH:4]=1.CCN(CC)CC.[F:28][C:29]([F:40])([F:39])[C:30](O[C:30](=[O:31])[C:29]([F:40])([F:39])[F:28])=[O:31].C([O-])(O)=O.[Na+]. The catalyst is C(Cl)Cl. The product is [F:28][C:29]([F:40])([F:39])[C:30]([N:9]1[CH2:8][CH:7]([C:13]2[CH:18]=[CH:17][C:16]([O:19][CH3:20])=[CH:15][CH:14]=2)[C:6]2[C:11](=[CH:12][C:3]([O:2][CH3:1])=[CH:4][CH:5]=2)[CH2:10]1)=[O:31]. The yield is 0.900. (4) The reactants are F[C:2]1[CH:7]=[CH:6][C:5]([S:8]([CH3:11])(=[O:10])=[O:9])=[CH:4][C:3]=1[C:12]1[C:20]2[C:15](=[C:16]([O:21][CH3:22])[N:17]=[CH:18][CH:19]=2)[N:14]([CH3:23])[CH:13]=1.[F:24][C:25]1[CH:30]=[C:29]([F:31])[CH:28]=[CH:27][C:26]=1[OH:32].C(=O)([O-])[O-].[Cs+].[Cs+]. The catalyst is CS(C)=O. The product is [F:24][C:25]1[CH:30]=[C:29]([F:31])[CH:28]=[CH:27][C:26]=1[O:32][C:2]1[CH:7]=[CH:6][C:5]([S:8]([CH3:11])(=[O:10])=[O:9])=[CH:4][C:3]=1[C:12]1[C:20]2[C:15](=[C:16]([O:21][CH3:22])[N:17]=[CH:18][CH:19]=2)[N:14]([CH3:23])[CH:13]=1. The yield is 0.940. (5) The reactants are [F:1][C:2]1[CH:7]=[CH:6][C:5]([OH:8])=[CH:4][CH:3]=1.[H-].[Na+].[N:11]1[C:18]([Cl:19])=[N:17][C:15](Cl)=[N:14][C:12]=1[Cl:13].[NH4+].[Cl-]. The yield is 0.580. The product is [Cl:13][C:12]1[N:11]=[C:18]([Cl:19])[N:17]=[C:15]([O:8][C:5]2[CH:6]=[CH:7][C:2]([F:1])=[CH:3][CH:4]=2)[N:14]=1. The catalyst is O1CCCC1. (6) The reactants are [OH2:1].[NH2:2][NH2:3].Cl[C:5]1[CH:12]=[CH:11][C:10]([N+:13]([O-])=O)=[CH:9][C:6]=1[C:7]#[N:8].[OH2:16]. The catalyst is N1C=CC=CC=1. The product is [N+:13]([C:10]1[CH:9]=[C:6]2[C:5](=[CH:12][CH:11]=1)[NH:3][N:2]=[C:7]2[NH2:8])([O-:16])=[O:1]. The yield is 0.800. (7) The reactants are [OH:1][C:2]1[CH:17]=[CH:16][C:5]([C:6]([O:8][CH2:9][C:10]2[CH:15]=[CH:14][CH:13]=[CH:12][CH:11]=2)=[O:7])=[CH:4][CH:3]=1.C(=O)([O-])[O-].[K+].[K+].Br[CH2:25][C:26]([O:28][C:29]([CH3:32])([CH3:31])[CH3:30])=[O:27]. The catalyst is CC(C)=O. The product is [C:29]([O:28][C:26](=[O:27])[CH2:25][O:1][C:2]1[CH:17]=[CH:16][C:5]([C:6]([O:8][CH2:9][C:10]2[CH:15]=[CH:14][CH:13]=[CH:12][CH:11]=2)=[O:7])=[CH:4][CH:3]=1)([CH3:32])([CH3:31])[CH3:30]. The yield is 0.980. (8) The reactants are [CH3:1][O:2][C:3](=[O:38])[C:4]1[CH:9]=[CH:8][C:7]([CH2:10][N:11]2[CH:15]=[C:14]([C:16]3[CH:21]=[CH:20][C:19]([Cl:22])=[CH:18][C:17]=3[Cl:23])[N:13]=[C:12]2[CH2:24][C:25]2[CH:30]=[CH:29][C:28]([C:31]3[CH:36]=[CH:35][CH:34]=[C:33]([NH2:37])[CH:32]=3)=[CH:27][CH:26]=2)=[CH:6][CH:5]=1.Cl[C:40]([O:42][CH3:43])=[O:41]. No catalyst specified. The product is [CH3:1][O:2][C:3](=[O:38])[C:4]1[CH:9]=[CH:8][C:7]([CH2:10][N:11]2[CH:15]=[C:14]([C:16]3[CH:21]=[CH:20][C:19]([Cl:22])=[CH:18][C:17]=3[Cl:23])[N:13]=[C:12]2[CH2:24][C:25]2[CH:30]=[CH:29][C:28]([C:31]3[CH:36]=[CH:35][CH:34]=[C:33]([NH:37][C:40]([O:42][CH3:43])=[O:41])[CH:32]=3)=[CH:27][CH:26]=2)=[CH:6][CH:5]=1. The yield is 0.830. (9) The reactants are [C:1]([C:11]1[S:12][CH:13]=[CH:14][CH:15]=1)#[C:2][CH2:3][CH2:4][CH2:5][CH2:6][CH2:7][CH2:8][CH2:9][CH3:10].C([Li])CCC.C[Sn:22](Cl)(C)C.[Li]. The catalyst is O1CCCC1. The product is [SnH3:22][SH:12]1[C:11]([C:1]#[C:2][CH2:3][CH2:4][CH2:5][CH2:6][CH2:7][CH2:8][CH2:9][CH3:10])=[CH:15][CH:14]=[CH:13]1. The yield is 0.940. (10) The yield is 0.380. The catalyst is N1C=CC=CC=1.C(Cl)Cl.O. The reactants are [NH2:1][C:2]1[C:7]([C:8]#[N:9])=[C:6]([O:10][CH2:11][CH2:12][O:13][CH3:14])[N:5]=[C:4](N)[CH:3]=1.NC1C(C#N)=C(OC(C)C)N=C([NH:29][C:30](=[O:42])[CH2:31][C:32]2[CH:37]=[C:36]([O:38][CH3:39])[CH:35]=[CH:34][C:33]=2[O:40][CH3:41])C=1. The product is [NH2:1][C:2]1[C:7]([C:8]#[N:9])=[C:6]([O:10][CH2:11][CH2:12][O:13][CH3:14])[N:5]=[C:4]([CH:31]([C:32]2[CH:37]=[C:36]([O:38][CH3:39])[CH:35]=[CH:34][C:33]=2[O:40][CH3:41])[C:30]([NH2:29])=[O:42])[CH:3]=1.